This data is from Forward reaction prediction with 1.9M reactions from USPTO patents (1976-2016). The task is: Predict the product of the given reaction. (1) Given the reactants C([N:8]1[CH2:13][CH2:12][C:11]([C:15]2[CH:20]=[CH:19][CH:18]=[CH:17][C:16]=2[Cl:21])([CH3:14])[CH2:10][CH2:9]1)C1C=CC=CC=1.C(N1CCC(C2C=CC(Cl)=CC=2)(C)CC1)C1C=CC=CC=1.ClC(OC(Cl)=O)C.ClC1C=CC(C2(C)CCNCC2)=CC=1, predict the reaction product. The product is: [Cl:21][C:16]1[CH:17]=[CH:18][CH:19]=[CH:20][C:15]=1[C:11]1([CH3:14])[CH2:10][CH2:9][NH:8][CH2:13][CH2:12]1. (2) Given the reactants [Br:1][C:2]1[C:3](Cl)=[N:4][CH:5]=[C:6]([CH:21]=1)[C:7]([NH:9][C:10]1[CH:15]=[CH:14][C:13]([O:16][C:17]([F:20])([F:19])[F:18])=[CH:12][CH:11]=1)=[O:8].[CH3:23][N:24]([C@@H:32]1[CH2:36][CH2:35][NH:34][CH2:33]1)[C:25](=[O:31])[O:26][C:27]([CH3:30])([CH3:29])[CH3:28], predict the reaction product. The product is: [Br:1][C:2]1[C:3]([N:34]2[CH2:35][CH2:36][C@@H:32]([N:24]([CH3:23])[C:25](=[O:31])[O:26][C:27]([CH3:28])([CH3:29])[CH3:30])[CH2:33]2)=[N:4][CH:5]=[C:6]([C:7](=[O:8])[NH:9][C:10]2[CH:15]=[CH:14][C:13]([O:16][C:17]([F:20])([F:19])[F:18])=[CH:12][CH:11]=2)[CH:21]=1. (3) Given the reactants Cl[CH2:2][C:3]1[CH:8]=[CH:7][C:6]([C:9]2([NH:12][C:13](=[O:15])[CH3:14])[CH2:11][CH2:10]2)=[CH:5][CH:4]=1.Cl.[CH3:17][CH:18]1[CH2:23][NH:22][CH2:21][CH:20]([CH3:24])[N:19]1[C:25]1[N:30]=[CH:29][CH:28]=[CH:27][N:26]=1.C(=O)([O-])[O-].[K+].[K+].O, predict the reaction product. The product is: [CH3:24][CH:20]1[N:19]([C:25]2[N:26]=[CH:27][CH:28]=[CH:29][N:30]=2)[CH:18]([CH3:17])[CH2:23][N:22]([CH2:2][C:3]2[CH:8]=[CH:7][C:6]([C:9]3([NH:12][C:13](=[O:15])[CH3:14])[CH2:11][CH2:10]3)=[CH:5][CH:4]=2)[CH2:21]1. (4) The product is: [Br:1][C:2]1[CH:7]=[C:6]([O:8][C:9]2[CH:14]=[CH:13][CH:12]=[CH:11][CH:10]=2)[CH:5]=[CH:4][C:3]=1[CH2:15][CH2:16][OH:17]. Given the reactants [Br:1][C:2]1[CH:7]=[C:6]([O:8][C:9]2[CH:14]=[CH:13][CH:12]=[CH:11][CH:10]=2)[CH:5]=[CH:4][C:3]=1[CH2:15][CH:16]=[O:17].[BH4-].[Na+], predict the reaction product. (5) Given the reactants [NH2:1][C:2]1[CH:7]=[CH:6][C:5]([CH3:8])=[CH:4][CH:3]=1.[CH3:9][C:10]1[CH:15]=[CH:14][CH:13]=[CH:12][C:11]=1[S:16](Cl)(=[O:18])=[O:17], predict the reaction product. The product is: [CH3:9][C:10]1[CH:15]=[CH:14][CH:13]=[CH:12][C:11]=1[S:16]([NH:1][C:2]1[CH:7]=[CH:6][C:5]([CH3:8])=[CH:4][CH:3]=1)(=[O:18])=[O:17]. (6) The product is: [CH:1]1([CH2:7][C@H:8]([N:12]2[CH2:16][C:15]([O:17][C:18]3[CH:23]=[CH:22][CH:21]=[C:20]([O:24][C:25]([F:28])([F:26])[F:27])[CH:19]=3)=[CH:14][C:13]2=[O:29])[C:9]([NH:70][C:67]2[CH:68]=[CH:69][N:65]([CH2:64][C:63]([OH:62])([CH3:93])[CH3:31])[N:66]=2)=[O:11])[CH2:6][CH2:5][CH2:4][CH2:3][CH2:2]1. Given the reactants [CH:1]1([CH2:7][C@H:8]([N:12]2[CH2:16][C:15]([O:17][C:18]3[CH:23]=[CH:22][CH:21]=[C:20]([O:24][C:25]([F:28])([F:27])[F:26])[CH:19]=3)=[CH:14][C:13]2=[O:29])[C:9]([OH:11])=O)[CH2:6][CH2:5][CH2:4][CH2:3][CH2:2]1.Cl.[CH3:31]N(C)CCCN=C=NCC.C(N(CC)C(C)C)(C)C.ON1C2C=CC=CC=2N=N1.Cl.[OH:62][C@@H:63]([CH2:93]O)[CH2:64][N:65]1[CH:69]=[CH:68][C:67]([NH:70]C(=O)[C@@H](N2CC(OC3C=CC=C(Cl)C=3Cl)=CC2=O)CC(C)C)=[N:66]1, predict the reaction product. (7) Given the reactants CCO[CH:4](OCC)[C:5]1[CH:10]=[CH:9][C:8]([CH:11]=[O:12])=[CH:7][CH:6]=1.[S:16]1[CH2:20][C:19](=[O:21])[NH:18][C:17]1=[O:22].N1CCCCC1.Cl, predict the reaction product. The product is: [CH:11]([C:8]1[CH:7]=[CH:6][C:5]([CH:4]=[C:20]2[S:16][C:17](=[O:22])[NH:18][C:19]2=[O:21])=[CH:10][CH:9]=1)=[O:12]. (8) Given the reactants [NH:1]([C:3]1[N:8]=[CH:7][N:6]=[C:5]2[N:9]([C:12]3[CH:17]=[CH:16][CH:15]=[CH:14][CH:13]=3)[N:10]=[CH:11][C:4]=12)[NH2:2].[OH:18][C:19]1[CH:20]=[C:21]([CH:24]=[CH:25][C:26]=1[O:27][CH3:28])[CH:22]=O.C1(N2C3=NC=NC(NN=CC4C=CN=CC=4)=C3C=N2)C=CC=CC=1, predict the reaction product. The product is: [C:12]1([N:9]2[C:5]3=[N:6][CH:7]=[N:8][C:3]([NH:1][N:2]=[CH:22][C:21]4[CH:24]=[CH:25][C:26]([O:27][CH3:28])=[C:19]([OH:18])[CH:20]=4)=[C:4]3[CH:11]=[N:10]2)[CH:17]=[CH:16][CH:15]=[CH:14][CH:13]=1.